This data is from Full USPTO retrosynthesis dataset with 1.9M reactions from patents (1976-2016). The task is: Predict the reactants needed to synthesize the given product. (1) Given the product [NH2:14][CH2:12][CH:9]1[CH2:10][CH2:11][N:6]([CH2:5][CH2:4][CH2:3][C:2]([F:16])([F:1])[F:15])[CH2:7][CH2:8]1, predict the reactants needed to synthesize it. The reactants are: [F:1][C:2]([F:16])([F:15])[CH2:3][CH2:4][CH2:5][N:6]1[CH2:11][CH2:10][CH:9]([C:12]([NH2:14])=O)[CH2:8][CH2:7]1.[H-].[H-].[H-].[H-].[Li+].[Al+3]. (2) Given the product [O:14]=[C:13]1[C:15]2[C:16](=[CH:21][CH:22]=[CH:23][CH:24]=2)[CH2:17][N:12]1[CH:10]1[CH2:11][N:8]([C:1]([O:3][C:4]([CH3:7])([CH3:6])[CH3:5])=[O:2])[CH2:9]1, predict the reactants needed to synthesize it. The reactants are: [C:1]([N:8]1[CH2:11][CH:10]([NH2:12])[CH2:9]1)([O:3][C:4]([CH3:7])([CH3:6])[CH3:5])=[O:2].[CH:13]([C:15]1[CH:24]=[CH:23][CH:22]=[CH:21][C:16]=1[C:17](OC)=O)=[O:14].[BH-](OC(C)=O)(OC(C)=O)OC(C)=O.[Na+].